From a dataset of Forward reaction prediction with 1.9M reactions from USPTO patents (1976-2016). Predict the product of the given reaction. (1) The product is: [F:67][CH2:68][CH:69]([NH:71][C:9](=[O:10])[C:8]1[CH:12]=[CH:13][C:5](/[CH:4]=[CH:3]/[C:2](=[O:1])[NH:18][CH:19]([C:24]2[CH:29]=[CH:28][CH:27]=[C:26]([C:30]([F:31])([F:32])[F:33])[CH:25]=2)[C:20]([F:22])([F:23])[F:21])=[CH:6][C:7]=1[C:14]([F:16])([F:17])[F:15])[CH3:70]. Given the reactants [O:1]=[C:2]([NH:18][CH:19]([C:24]1[CH:29]=[CH:28][CH:27]=[C:26]([C:30]([F:33])([F:32])[F:31])[CH:25]=1)[C:20]([F:23])([F:22])[F:21])/[CH:3]=[CH:4]/[C:5]1[CH:13]=[CH:12][C:8]([C:9](O)=[O:10])=[C:7]([C:14]([F:17])([F:16])[F:15])[CH:6]=1.ClC1C=C(O)C2N=NNC=2C=1.Cl.CN(C)CCCN=C=NCC.C(N(C(C)C)C(C)C)C.Cl.[F:67][CH2:68][CH:69]([NH2:71])[CH3:70], predict the reaction product. (2) Given the reactants CS(O[CH2:6][CH2:7][C:8]1[CH:9]=[CH:10][C:11]2[NH:17][C:16]3[CH:18]=[C:19]([Cl:22])[CH:20]=[CH:21][C:15]=3[C:14](=[O:23])[NH:13][C:12]=2[CH:24]=1)(=O)=O.[NH:25]1[CH2:30][CH2:29][O:28][CH2:27][CH2:26]1, predict the reaction product. The product is: [Cl:22][C:19]1[CH:20]=[CH:21][C:15]2[C:14](=[O:23])[NH:13][C:12]3[CH:24]=[C:8]([CH2:7][CH2:6][N:25]4[CH2:30][CH2:29][O:28][CH2:27][CH2:26]4)[CH:9]=[CH:10][C:11]=3[NH:17][C:16]=2[CH:18]=1. (3) The product is: [CH3:1][C:2]([OH:5])([CH2:4][CH2:14][C:8]1[CH:13]=[CH:12][CH:11]=[CH:10][CH:9]=1)[CH3:3]. Given the reactants [CH3:1][C:2]1([O:5][CH2:4]1)[CH3:3].[Cl-].[NH4+].[C:8]1([CH3:14])[CH:13]=[CH:12][CH:11]=[CH:10][CH:9]=1, predict the reaction product.